This data is from Forward reaction prediction with 1.9M reactions from USPTO patents (1976-2016). The task is: Predict the product of the given reaction. (1) The product is: [CH2:21]([C:28]1[CH:33]=[CH:32][C:31]2[N:34]=[C:35]([C:36]3[CH:41]=[CH:40][C:39]([CH:42]=[O:43])=[CH:38][C:37]=3[F:44])[O:45][C:30]=2[CH:29]=1)[C:22]1[CH:27]=[CH:26][CH:25]=[CH:24][CH:23]=1. Given the reactants N1C2C(=CC=C3C=2N=CC=C3)C=CC=1.C(=O)([O-])[O-].[Cs+].[Cs+].[CH2:21]([C:28]1[CH:33]=[CH:32][C:31]([NH:34][C:35](=[O:45])[C:36]2[CH:41]=[CH:40][C:39]([CH:42]=[O:43])=[CH:38][C:37]=2[F:44])=[C:30](I)[CH:29]=1)[C:22]1[CH:27]=[CH:26][CH:25]=[CH:24][CH:23]=1, predict the reaction product. (2) Given the reactants [Cl:1][C:2]1[CH:7]=[CH:6][CH:5]=[C:4]([Cl:8])[C:3]=1[NH:9][C:10]1[NH:22][C:21]2[C:16]3[N:17]=[C:18]([CH3:20])[O:19][C:15]=3[C:14]([C:23]([OH:25])=O)=[CH:13][C:12]=2[N:11]=1.S(Cl)(Cl)=O.[CH:30]1([CH2:36][NH2:37])[CH2:35][CH2:34][CH2:33][CH2:32][CH2:31]1.CCN(C(C)C)C(C)C, predict the reaction product. The product is: [CH:30]1([CH2:36][NH:37][C:23]([C:14]2[C:15]3[O:19][C:18]([CH3:20])=[N:17][C:16]=3[C:21]3[NH:22][C:10]([NH:9][C:3]4[C:2]([Cl:1])=[CH:7][CH:6]=[CH:5][C:4]=4[Cl:8])=[N:11][C:12]=3[CH:13]=2)=[O:25])[CH2:35][CH2:34][CH2:33][CH2:32][CH2:31]1. (3) Given the reactants [Cl:1][C:2]1[C:7]([O:8][CH3:9])=[CH:6][C:5]([O:10][CH3:11])=[C:4]([Cl:12])[C:3]=1[C:13]1[N:18]=[CH:17][C:16]2[C:19]([C:22]3[CH:23]=[N:24][N:25]([CH2:27][C:28](O)=[O:29])[CH:26]=3)=[N:20][NH:21][C:15]=2[CH:14]=1.[CH3:31][O:32][CH2:33][CH2:34][NH2:35], predict the reaction product. The product is: [Cl:1][C:2]1[C:7]([O:8][CH3:9])=[CH:6][C:5]([O:10][CH3:11])=[C:4]([Cl:12])[C:3]=1[C:13]1[N:18]=[CH:17][C:16]2[C:19]([C:22]3[CH:23]=[N:24][N:25]([CH2:27][C:28]([NH:35][CH2:34][CH2:33][O:32][CH3:31])=[O:29])[CH:26]=3)=[N:20][NH:21][C:15]=2[CH:14]=1. (4) The product is: [CH3:31][S:32]([O:28][CH:26]1[CH2:25][N:24]([CH2:23][C:21]2[C:20]([CH3:29])=[N:19][N:18]([C:16]3[CH:15]=[CH:14][N:13]=[C:12]([NH:11][C:8]4[CH:9]=[C:10]5[C:5](=[CH:6][CH:7]=4)[N:4]([CH3:30])[CH:3]=[C:2]5[Cl:1])[N:17]=3)[CH:22]=2)[CH2:27]1)(=[O:34])=[O:33]. Given the reactants [Cl:1][C:2]1[C:10]2[C:5](=[CH:6][CH:7]=[C:8]([NH:11][C:12]3[N:17]=[C:16]([N:18]4[CH:22]=[C:21]([CH2:23][N:24]5[CH2:27][CH:26]([OH:28])[CH2:25]5)[C:20]([CH3:29])=[N:19]4)[CH:15]=[CH:14][N:13]=3)[CH:9]=2)[N:4]([CH3:30])[CH:3]=1.[CH3:31][S:32](O)(=[O:34])=[O:33], predict the reaction product. (5) The product is: [C:15]([O:18][C:19]1[CH:24]=[CH:23][CH:22]=[C:21]([CH2:25][O:1][C:2]2[N:6]([C:7]3[CH:12]=[C:11]([C:13]#[N:14])[CH:10]=[CH:9][N:8]=3)[N:5]=[CH:4][CH:3]=2)[CH:20]=1)(=[O:17])[CH3:16]. Given the reactants [OH:1][C:2]1[N:6]([C:7]2[CH:12]=[C:11]([C:13]#[N:14])[CH:10]=[CH:9][N:8]=2)[N:5]=[CH:4][CH:3]=1.[C:15]([O:18][C:19]1[CH:24]=[CH:23][CH:22]=[C:21]([CH2:25]O)[CH:20]=1)(=[O:17])[CH3:16], predict the reaction product. (6) Given the reactants [NH2:1][C@H:2]1[CH2:7][CH2:6][C@H:5]([NH:8][C:9]([C:11]2[C:15]3[N:16]=[CH:17][N:18]=[C:19]([C:20]4[CH:25]=[CH:24][CH:23]=[CH:22][C:21]=4[O:26][CH2:27][CH:28]4[CH2:30][CH2:29]4)[C:14]=3[NH:13][CH:12]=2)=[O:10])[CH2:4][CH2:3]1.[CH3:31][O:32][CH2:33][C:34](Cl)=[O:35], predict the reaction product. The product is: [CH3:31][O:32][CH2:33][C:34]([NH:1][C@H:2]1[CH2:7][CH2:6][C@H:5]([NH:8][C:9]([C:11]2[C:15]3[N:16]=[CH:17][N:18]=[C:19]([C:20]4[CH:25]=[CH:24][CH:23]=[CH:22][C:21]=4[O:26][CH2:27][CH:28]4[CH2:29][CH2:30]4)[C:14]=3[NH:13][CH:12]=2)=[O:10])[CH2:4][CH2:3]1)=[O:35]. (7) Given the reactants FC(F)(F)[C:3]([N:5](C)[C:6]1[CH:15]=[CH:14][C:9]2[N:10]=[C:11]([CH3:13])[O:12][C:8]=2[CH:7]=1)=O.C([O-])([O-])=O.[K+].[K+], predict the reaction product. The product is: [CH3:3][NH:5][C:6]1[CH:15]=[CH:14][C:9]2[N:10]=[C:11]([CH3:13])[O:12][C:8]=2[CH:7]=1. (8) Given the reactants Cl[C:2]1[CH:7]=[C:6]([N:8]([CH3:12])[C:9](=[O:11])[CH3:10])[CH:5]=[CH:4][N:3]=1.[CH:13]1([N:18]2[CH2:23][CH2:22][NH:21][CH2:20][CH2:19]2)[CH2:17][CH2:16][CH2:15][CH2:14]1, predict the reaction product. The product is: [CH:13]1([N:18]2[CH2:19][CH2:20][N:21]([C:2]3[CH:7]=[C:6]([N:8]([CH3:12])[C:9](=[O:11])[CH3:10])[CH:5]=[CH:4][N:3]=3)[CH2:22][CH2:23]2)[CH2:14][CH2:15][CH2:16][CH2:17]1.